Predict the product of the given reaction. From a dataset of Forward reaction prediction with 1.9M reactions from USPTO patents (1976-2016). (1) Given the reactants [NH2:1][C:2]1[CH:7]=[CH:6][C:5]([Cl:8])=[CH:4][N:3]=1.[I:9]I, predict the reaction product. The product is: [Cl:8][C:5]1[CH:6]=[C:7]([I:9])[C:2]([NH2:1])=[N:3][CH:4]=1. (2) Given the reactants [OH:1][C:2]1[CH:16]=[CH:15][CH:14]=[CH:13][C:3]=1[C:4]([C:6]1[CH:11]=[CH:10][CH:9]=[CH:8][C:7]=1[OH:12])=[O:5].CN(C1C=CC=CN=1)C.N1C(C)=CC=CC=1C.[F:34][C:35]([F:48])([F:47])[S:36](O[S:36]([C:35]([F:48])([F:47])[F:34])(=[O:38])=[O:37])(=[O:38])=[O:37], predict the reaction product. The product is: [F:34][C:35]([F:48])([F:47])[S:36]([O:1][C:2]1[CH:16]=[CH:15][CH:14]=[CH:13][C:3]=1[C:4]([C:6]1[CH:11]=[CH:10][CH:9]=[CH:8][C:7]=1[O:12][S:36]([C:35]([F:34])([F:47])[F:48])(=[O:37])=[O:38])=[O:5])(=[O:38])=[O:37]. (3) Given the reactants [N+:1]([C:4]1[CH:5]=[C:6]([NH:16][C:17](=[O:19])[CH3:18])[CH:7]=[C:8]([C:10]2[CH:15]=[CH:14][CH:13]=[CH:12][CH:11]=2)[CH:9]=1)([O-])=O.[Cl-].[NH4+], predict the reaction product. The product is: [NH2:1][C:4]1[CH:5]=[C:6]([NH:16][C:17](=[O:19])[CH3:18])[CH:7]=[C:8]([C:10]2[CH:15]=[CH:14][CH:13]=[CH:12][CH:11]=2)[CH:9]=1. (4) Given the reactants [CH2:1]1[O:13][C:12]2[CH:11]=[C:10]3[C:5]([C:6]([NH:14][CH:15]([CH3:20])[CH2:16][N:17]([CH3:19])[CH3:18])=[CH:7][CH:8]=[N:9]3)=[CH:4][C:3]=2[O:2]1.C(Cl)(=O)[C:22](Cl)=[O:23].[I:27][C:28]1[CH:36]=[CH:35][C:34]([O:37][CH3:38])=[C:33]([O:39][CH3:40])[C:29]=1C(O)=O.[K+].[Br-], predict the reaction product. The product is: [CH2:1]1[O:13][C:12]2[CH:11]=[C:10]3[C:5]([C:6]([N:14]([CH:15]([CH3:20])[CH2:16][N:17]([CH3:19])[CH3:18])[C:22](=[O:23])[C:36]4[CH:35]=[C:34]([O:37][CH3:38])[C:33]([O:39][CH3:40])=[CH:29][C:28]=4[I:27])=[CH:7][CH:8]=[N:9]3)=[CH:4][C:3]=2[O:2]1. (5) Given the reactants [CH3:1][O:2][C:3]1[CH:8]=[CH:7][C:6]([C:9]2([CH2:14][NH2:15])[O:13][CH2:12][CH2:11][O:10]2)=[CH:5][CH:4]=1.CCN(C(C)C)C(C)C.[Cl:25][C:26]1[CH:27]=[C:28]2[C:32](=[CH:33][CH:34]=1)[NH:31][C:30]([C:35](O)=[O:36])=[CH:29]2.C1C=CC2N(O)N=NC=2C=1.O.CCN=C=NCCCN(C)C, predict the reaction product. The product is: [CH3:1][O:2][C:3]1[CH:4]=[CH:5][C:6]([C:9]2([CH2:14][NH:15][C:35]([C:30]3[NH:31][C:32]4[C:28]([CH:29]=3)=[CH:27][C:26]([Cl:25])=[CH:34][CH:33]=4)=[O:36])[O:10][CH2:11][CH2:12][O:13]2)=[CH:7][CH:8]=1. (6) Given the reactants [C:1]1([C:7]2[C:16]3[C:11](=[CH:12][C:13]([C:17](=[O:19])[CH3:18])=[CH:14][CH:15]=3)[C:10]([CH3:21])([CH3:20])[CH2:9][CH:8]=2)[CH:6]=[CH:5][CH:4]=[CH:3][CH:2]=1.[CH:22]([C:24]1[CH:32]=[CH:31][C:27]([C:28]([OH:30])=[O:29])=[CH:26][CH:25]=1)=O.[OH-].[Na+].Cl, predict the reaction product. The product is: [O:19]=[C:17]([C:13]1[CH:14]=[CH:15][C:16]2[C:7]([C:1]3[CH:2]=[CH:3][CH:4]=[CH:5][CH:6]=3)=[CH:8][CH2:9][C:10]([CH3:21])([CH3:20])[C:11]=2[CH:12]=1)[CH:18]=[CH:22][C:24]1[CH:32]=[CH:31][C:27]([C:28]([OH:30])=[O:29])=[CH:26][CH:25]=1.